From a dataset of Forward reaction prediction with 1.9M reactions from USPTO patents (1976-2016). Predict the product of the given reaction. (1) Given the reactants C(CCC1C(CCCCCCOC2C=C(C3C=CC(F)=C(F)C=3)C=C(C(=O)N(C)C)C=2)=CC=CC=1OCCCC(O)=O)(O)=O.C([O:47][C:48](=[O:97])[CH2:49][CH2:50][CH2:51][O:52][C:53]1[CH:58]=[CH:57][CH:56]=[C:55]([CH2:59][CH2:60][CH2:61][CH2:62][CH2:63][CH2:64][O:65][C:66]2[CH:71]=[C:70]([C:72]([N:74]3[CH2:78][CH2:77][C:76]([F:80])([F:79])[CH2:75]3)=[O:73])[CH:69]=[C:68]([C:81]3[CH:89]=[CH:88][C:84]4[O:85][CH2:86][O:87][C:83]=4[CH:82]=3)[CH:67]=2)[C:54]=1[CH2:90][CH2:91][C:92]([O:94]CC)=[O:93])C.[OH-].[Na+], predict the reaction product. The product is: [O:85]1[C:84]2[CH:88]=[CH:89][C:81]([C:68]3[CH:67]=[C:66]([CH:71]=[C:70]([C:72]([N:74]4[CH2:78][CH2:77][C:76]([F:79])([F:80])[CH2:75]4)=[O:73])[CH:69]=3)[O:65][CH2:64][CH2:63][CH2:62][CH2:61][CH2:60][CH2:59][C:55]3[C:54]([CH2:90][CH2:91][C:92]([OH:94])=[O:93])=[C:53]([CH:58]=[CH:57][CH:56]=3)[O:52][CH2:51][CH2:50][CH2:49][C:48]([OH:97])=[O:47])=[CH:82][C:83]=2[O:87][CH2:86]1. (2) Given the reactants Br[CH2:2][CH2:3][CH2:4][O:5][C:6]1[CH:15]=[C:14]2[C:9]([CH:10]=[CH:11][C:12](=[O:16])[NH:13]2)=[CH:8][CH:7]=1.[Na+].[I-].[Cl:19][C:20]1[C:25]([Cl:26])=[CH:24][CH:23]=[CH:22][C:21]=1[N:27]1[CH2:33][CH2:32][CH2:31][N:30](CCCCOC2C=C3C(CCC(=O)N3)=CC=2)[CH2:29][CH2:28]1.C([O-])([O-])=O.[K+].[K+], predict the reaction product. The product is: [Cl:19][C:20]1[C:25]([Cl:26])=[CH:24][CH:23]=[CH:22][C:21]=1[N:27]1[CH2:33][CH2:32][CH2:31][N:30]([CH2:2][CH2:3][CH2:4][O:5][C:6]2[CH:15]=[C:14]3[C:9]([CH:10]=[CH:11][C:12](=[O:16])[NH:13]3)=[CH:8][CH:7]=2)[CH2:29][CH2:28]1. (3) Given the reactants [Br:1][C:2]1[CH:3]=[C:4]2[C:9](=[CH:10][CH:11]=1)[NH:8][C:7](=[O:12])[CH:6]=[CH:5]2.Br[CH2:14][C:15]([O:17][CH2:18][CH3:19])=[O:16], predict the reaction product. The product is: [Br:1][C:2]1[CH:3]=[C:4]2[C:9](=[CH:10][CH:11]=1)[N:8]([CH2:14][C:15]([O:17][CH2:18][CH3:19])=[O:16])[C:7](=[O:12])[CH:6]=[CH:5]2. (4) Given the reactants [CH3:1][O:2][C:3](=[O:26])[CH2:4][C@H:5]1[C:9]2[CH:10]=[CH:11][C:12]([O:14][C@H:15]3[C:23]4[C:18](=[C:19]([OH:25])[CH:20]=[CH:21][C:22]=4[F:24])[CH2:17][CH2:16]3)=[CH:13][C:8]=2[O:7][CH2:6]1.[Br:27][C:28]1[CH:29]=[CH:30][C:31](F)=[C:32]([CH:35]=1)[C:33]#[N:34], predict the reaction product. The product is: [CH3:1][O:2][C:3](=[O:26])[CH2:4][C@H:5]1[C:9]2[CH:10]=[CH:11][C:12]([O:14][C@H:15]3[C:23]4[C:18](=[C:19]([O:25][C:31]5[CH:30]=[CH:29][C:28]([Br:27])=[CH:35][C:32]=5[C:33]#[N:34])[CH:20]=[CH:21][C:22]=4[F:24])[CH2:17][CH2:16]3)=[CH:13][C:8]=2[O:7][CH2:6]1. (5) Given the reactants [Br:1][C:2]1[CH:15]=[CH:14][CH:13]=[C:12]2[C:3]=1[O:4][C:5]1[CH:6]=[CH:7][C:8]([CH2:16]O)=[CH:9][C:10]=1[CH2:11]2.C(Br)(Br)(Br)[Br:19].C1(P(C2C=CC=CC=2)C2C=CC=CC=2)C=CC=CC=1, predict the reaction product. The product is: [Br:1][C:2]1[CH:15]=[CH:14][CH:13]=[C:12]2[C:3]=1[O:4][C:5]1[CH:6]=[CH:7][C:8]([CH2:16][Br:19])=[CH:9][C:10]=1[CH2:11]2. (6) Given the reactants [CH3:1][N:2]([CH3:25])[CH2:3][CH2:4][O:5][C:6]1[C:7]([CH3:24])=[C:8]2[N:13]([CH:14]=1)[N:12]=[CH:11][N:10]=[C:9]2[O:15][C:16]1[CH:21]=[CH:20][C:19]([NH2:22])=[CH:18][C:17]=1[F:23].[ClH:26].CN(C)CCCOC1C(C)=C2N(C=1)N=CN=C2OC1C=CC(N[C:50]([NH:52][C:53](=[O:62])[CH2:54][C:55]2[CH:60]=[CH:59][C:58]([F:61])=[CH:57][CH:56]=2)=[O:51])=CC=1F, predict the reaction product. The product is: [ClH:26].[CH3:1][N:2]([CH3:25])[CH2:3][CH2:4][O:5][C:6]1[C:7]([CH3:24])=[C:8]2[N:13]([CH:14]=1)[N:12]=[CH:11][N:10]=[C:9]2[O:15][C:16]1[CH:21]=[CH:20][C:19]([NH:22][C:50]([NH:52][C:53](=[O:62])[CH2:54][C:55]2[CH:60]=[CH:59][C:58]([F:61])=[CH:57][CH:56]=2)=[O:51])=[CH:18][C:17]=1[F:23].